From a dataset of Forward reaction prediction with 1.9M reactions from USPTO patents (1976-2016). Predict the product of the given reaction. (1) Given the reactants [C:1]1([C:7]2[N:12]=[C:11]([C:13]3[CH:18]=[CH:17][N:16]=[CH:15][CH:14]=3)[N:10]=[C:9]([OH:19])[CH:8]=2)[CH:6]=[CH:5][CH:4]=[CH:3][CH:2]=1.[F:20][C:21]1[CH:28]=[CH:27][C:24]([CH2:25]Br)=[CH:23][CH:22]=1, predict the reaction product. The product is: [F:20][C:21]1[CH:28]=[CH:27][C:24]([CH2:25][O:19][C:9]2[CH:8]=[C:7]([C:1]3[CH:2]=[CH:3][CH:4]=[CH:5][CH:6]=3)[N:12]=[C:11]([C:13]3[CH:18]=[CH:17][N:16]=[CH:15][CH:14]=3)[N:10]=2)=[CH:23][CH:22]=1. (2) Given the reactants [O:1]([C:8]1[CH:13]=[CH:12][C:11]([C:14](=[O:23])[CH:15]=[CH:16][C:17]2[CH:22]=[CH:21][CH:20]=[CH:19][CH:18]=2)=[CH:10][CH:9]=1)[C:2]1[CH:7]=[CH:6][CH:5]=[CH:4][CH:3]=1.[NH:24]1[C:31](=[O:32])[CH2:30][C:28](=[O:29])[NH:27][C:25]1=[O:26], predict the reaction product. The product is: [O:23]=[C:14]([C:11]1[CH:12]=[CH:13][C:8]([O:1][C:2]2[CH:3]=[CH:4][CH:5]=[CH:6][CH:7]=2)=[CH:9][CH:10]=1)[CH2:15][CH:16]([CH:30]1[C:28](=[O:29])[NH:27][C:25](=[O:26])[NH:24][C:31]1=[O:32])[C:17]1[CH:18]=[CH:19][CH:20]=[CH:21][CH:22]=1. (3) Given the reactants [CH2:1]([O:3][C:4]([CH:6]1[CH:11]([NH:12][CH2:13][C:14]2[CH:19]=[CH:18][C:17]([F:20])=[CH:16][CH:15]=2)[CH2:10][CH:9]=[CH:8][CH2:7]1)=[O:5])[CH3:2].[CH3:21][S:22]([NH:25][C:26]1[CH:41]=[CH:40][C:29]2[NH:30][C:31]([CH2:36][C:37](O)=[O:38])=[N:32][S:33](=[O:35])(=[O:34])[C:28]=2[CH:27]=1)(=[O:24])=[O:23].CN1CCOCC1.Cl.CN(C)CCCN=C=NCC.Cl, predict the reaction product. The product is: [CH2:1]([O:3][C:4]([CH:6]1[CH:11]([N:12]([CH2:13][C:14]2[CH:15]=[CH:16][C:17]([F:20])=[CH:18][CH:19]=2)[C:37](=[O:38])[CH2:36][C:31]2[NH:30][C:29]3[CH:40]=[CH:41][C:26]([NH:25][S:22]([CH3:21])(=[O:24])=[O:23])=[CH:27][C:28]=3[S:33](=[O:34])(=[O:35])[N:32]=2)[CH2:10][CH:9]=[CH:8][CH2:7]1)=[O:5])[CH3:2]. (4) The product is: [CH2:15]([O:13][C@H:10]([CH2:11][O:12][CH2:26][CH2:25][CH2:24][CH2:23][CH2:22][CH2:21][CH2:20][CH2:19][CH2:18][CH2:17][CH2:16][CH3:15])[CH2:9][O:8][CH2:1][C:2]1[CH:7]=[CH:6][CH:5]=[CH:4][CH:3]=1)[CH2:16][CH2:17][CH2:18][CH2:19][CH2:20][CH2:21][CH2:22][CH2:23][CH2:24][CH2:25][CH3:26]. Given the reactants [CH2:1]([O:8][CH2:9][C@H:10]([OH:13])[CH2:11][OH:12])[C:2]1[CH:7]=[CH:6][CH:5]=[CH:4][CH:3]=1.Br[CH2:15][CH2:16][CH2:17][CH2:18][CH2:19][CH2:20][CH2:21][CH2:22][CH2:23][CH2:24][CH2:25][CH3:26].[OH-].[K+], predict the reaction product.